From a dataset of Peptide-MHC class I binding affinity with 185,985 pairs from IEDB/IMGT. Regression. Given a peptide amino acid sequence and an MHC pseudo amino acid sequence, predict their binding affinity value. This is MHC class I binding data. The peptide sequence is YLPTQQDVL. The MHC is HLA-A31:01 with pseudo-sequence HLA-A31:01. The binding affinity (normalized) is 0.613.